This data is from Retrosynthesis with 50K atom-mapped reactions and 10 reaction types from USPTO. The task is: Predict the reactants needed to synthesize the given product. Given the product COC(=O)C(=O)NC(C)(C)c1nc(C(=O)NCc2ccc(F)cc2)c(O)c(=O)n1C, predict the reactants needed to synthesize it. The reactants are: COC(=O)C(=O)Cl.Cn1c(C(C)(C)N)nc(C(=O)NCc2ccc(F)cc2)c(O)c1=O.